From a dataset of NCI-60 drug combinations with 297,098 pairs across 59 cell lines. Regression. Given two drug SMILES strings and cell line genomic features, predict the synergy score measuring deviation from expected non-interaction effect. (1) Drug 1: CCC(=C(C1=CC=CC=C1)C2=CC=C(C=C2)OCCN(C)C)C3=CC=CC=C3.C(C(=O)O)C(CC(=O)O)(C(=O)O)O. Drug 2: C1C(C(OC1N2C=NC3=C2NC=NCC3O)CO)O. Cell line: SK-MEL-28. Synergy scores: CSS=3.61, Synergy_ZIP=1.40, Synergy_Bliss=4.44, Synergy_Loewe=0.218, Synergy_HSA=0.551. (2) Drug 1: C1CCC(CC1)NC(=O)N(CCCl)N=O. Drug 2: C1CNP(=O)(OC1)N(CCCl)CCCl. Cell line: SNB-19. Synergy scores: CSS=37.3, Synergy_ZIP=2.29, Synergy_Bliss=1.83, Synergy_Loewe=-9.05, Synergy_HSA=2.15. (3) Drug 1: C1=CC(=CC=C1CCCC(=O)O)N(CCCl)CCCl. Drug 2: C1=NNC2=C1C(=O)NC=N2. Cell line: A498. Synergy scores: CSS=25.8, Synergy_ZIP=-6.95, Synergy_Bliss=-1.75, Synergy_Loewe=-16.5, Synergy_HSA=-1.67. (4) Drug 1: C1CN1C2=NC(=NC(=N2)N3CC3)N4CC4. Synergy scores: CSS=46.3, Synergy_ZIP=2.58, Synergy_Bliss=3.99, Synergy_Loewe=5.94, Synergy_HSA=6.44. Cell line: K-562. Drug 2: CC(C)CN1C=NC2=C1C3=CC=CC=C3N=C2N. (5) Drug 1: C1=C(C(=O)NC(=O)N1)N(CCCl)CCCl. Drug 2: CCC1=C2CN3C(=CC4=C(C3=O)COC(=O)C4(CC)O)C2=NC5=C1C=C(C=C5)O. Cell line: SW-620. Synergy scores: CSS=35.8, Synergy_ZIP=-6.40, Synergy_Bliss=-8.26, Synergy_Loewe=-8.53, Synergy_HSA=-3.64.